Dataset: Forward reaction prediction with 1.9M reactions from USPTO patents (1976-2016). Task: Predict the product of the given reaction. (1) Given the reactants [Br:1][C:2]1[CH:7]=[CH:6][C:5]([NH:8][C:9]2[O:10][C:11]3[C:17]([CH2:18][CH2:19][CH2:20][OH:21])=[CH:16][C:15]([CH3:22])=[CH:14][C:12]=3[N:13]=2)=[CH:4][CH:3]=1.[CH3:23][S:24](Cl)(=[O:26])=[O:25], predict the reaction product. The product is: [Br:1][C:2]1[CH:3]=[CH:4][C:5]([NH:8][C:9]2[O:10][C:11]3[C:17]([CH2:18][CH2:19][CH2:20][O:21][S:24]([CH3:23])(=[O:26])=[O:25])=[CH:16][C:15]([CH3:22])=[CH:14][C:12]=3[N:13]=2)=[CH:6][CH:7]=1. (2) Given the reactants [CH3:1][C:2]1[N:3]=[CH:4][C:5]2[C:10]([CH:11]=1)=[CH:9][CH:8]=[CH:7][CH:6]=2.[N+:12]([O-])([O-:14])=[O:13].[K+].[OH-].[Na+], predict the reaction product. The product is: [CH3:1][C:2]1[N:3]=[CH:4][C:5]2[C:10]([CH:11]=1)=[C:9]([N+:12]([O-:14])=[O:13])[CH:8]=[CH:7][CH:6]=2. (3) Given the reactants C(OC([NH:8][C:9]1([C:13]2[CH:18]=[CH:17][C:16]([C:19]3[O:27][C:26]4[C:25]([C:28](O)=[O:29])=[CH:24][N:23]([CH3:31])[C:22](=[O:32])[C:21]=4[C:20]=3[C:33]3[CH:38]=[CH:37][CH:36]=[CH:35][CH:34]=3)=[CH:15][CH:14]=2)[CH2:12][CH2:11][CH2:10]1)=O)(C)(C)C.CCN(C(C)C)C(C)C.[NH2:48][CH2:49][CH2:50][OH:51].CN(C(ON1N=NC2C=CC=NC1=2)=[N+](C)C)C.F[P-](F)(F)(F)(F)F, predict the reaction product. The product is: [NH2:8][C:9]1([C:13]2[CH:14]=[CH:15][C:16]([C:19]3[O:27][C:26]4[C:25]([C:28]([NH:48][CH2:49][CH2:50][OH:51])=[O:29])=[CH:24][N:23]([CH3:31])[C:22](=[O:32])[C:21]=4[C:20]=3[C:33]3[CH:34]=[CH:35][CH:36]=[CH:37][CH:38]=3)=[CH:17][CH:18]=2)[CH2:10][CH2:11][CH2:12]1. (4) Given the reactants Cl[C:2]1[C:7]([CH3:8])=[C:6]([Cl:9])[N:5]=[CH:4][N:3]=1.[F:10][C:11]([F:21])([F:20])[O:12][C:13]1[CH:19]=[CH:18][C:16]([NH2:17])=[CH:15][CH:14]=1.CCN(C(C)C)C(C)C, predict the reaction product. The product is: [Cl:9][C:6]1[N:5]=[CH:4][N:3]=[C:2]([NH:17][C:16]2[CH:18]=[CH:19][C:13]([O:12][C:11]([F:10])([F:20])[F:21])=[CH:14][CH:15]=2)[C:7]=1[CH3:8]. (5) Given the reactants [OH:1][CH2:2][C:3]1[CH:12]=[C:11]2[C:6]([CH:7]=[CH:8][C:9](=[O:13])[NH:10]2)=[CH:5][CH:4]=1.Cl[CH2:15][CH2:16][CH2:17][O:18][CH3:19], predict the reaction product. The product is: [CH3:19][O:18][CH2:17][CH2:16][CH2:15][O:13][C:9]1[CH:8]=[CH:7][C:6]2[C:11](=[CH:12][C:3]([CH2:2][OH:1])=[CH:4][CH:5]=2)[N:10]=1. (6) Given the reactants [CH:1]1([CH2:4][N:5]2[C:9]3[CH:10]=[CH:11][C:12]([OH:18])=[C:13]([C:14]([F:17])([F:16])[F:15])[C:8]=3[N:7]=[N:6]2)[CH2:3][CH2:2]1.[F:19][C:20]([F:33])([F:32])[S:21](O[S:21]([C:20]([F:33])([F:32])[F:19])(=[O:23])=[O:22])(=[O:23])=[O:22].O, predict the reaction product. The product is: [F:19][C:20]([F:33])([F:32])[S:21]([O:18][C:12]1[CH:11]=[CH:10][C:9]2[N:5]([CH2:4][CH:1]3[CH2:3][CH2:2]3)[N:6]=[N:7][C:8]=2[C:13]=1[C:14]([F:16])([F:17])[F:15])(=[O:23])=[O:22]. (7) The product is: [Cl:1][C:2]1[CH:18]=[CH:17][C:5]2[CH2:6][CH2:7][NH:8][CH2:9][CH2:10][C:4]=2[C:3]=1[NH:19][CH2:20][C:21]1[CH:22]=[CH:23][C:24]([CH2:27][NH:28][C:29]([CH:31]2[CH2:32][CH2:33]2)=[O:30])=[CH:25][CH:26]=1. Given the reactants [Cl:1][C:2]1[CH:18]=[CH:17][C:5]2[CH2:6][CH2:7][N:8](C(=O)C(F)(F)F)[CH2:9][CH2:10][C:4]=2[C:3]=1[NH:19][CH2:20][C:21]1[CH:26]=[CH:25][C:24]([CH2:27][NH:28][C:29]([CH:31]2[CH2:33][CH2:32]2)=[O:30])=[CH:23][CH:22]=1.O[Li].O, predict the reaction product.